Dataset: Full USPTO retrosynthesis dataset with 1.9M reactions from patents (1976-2016). Task: Predict the reactants needed to synthesize the given product. (1) Given the product [CH:40]([C:23]1[N:22]([CH3:21])[C:26]([C:2]2[CH:3]=[N:4][CH:5]=[C:6]([C:9]=2[NH:10][C:11]2[C:12]([CH3:20])=[C:13]3[C:17](=[CH:18][CH:19]=2)[NH:16][CH:15]=[CH:14]3)[C:7]#[N:8])=[CH:25][N:24]=1)=[O:41], predict the reactants needed to synthesize it. The reactants are: I[C:2]1[CH:3]=[N:4][CH:5]=[C:6]([C:9]=1[NH:10][C:11]1[C:12]([CH3:20])=[C:13]2[C:17](=[CH:18][CH:19]=1)[NH:16][CH:15]=[CH:14]2)[C:7]#[N:8].[CH3:21][N:22]1[C:26]([Sn](CCCC)(CCCC)CCCC)=[CH:25][N:24]=[C:23]1[CH:40]=[O:41].C(N(CC)CC)C. (2) Given the product [Cl:1][C:2]1[CH:23]=[CH:22][C:5]2[S:6][C:7]([C:10](=[O:21])[CH2:11][S:12]([CH2:13][C:14]3[CH:19]=[CH:18][C:17]([Cl:20])=[CH:16][CH:15]=3)=[O:32])=[C:8]([CH3:9])[C:4]=2[CH:3]=1, predict the reactants needed to synthesize it. The reactants are: [Cl:1][C:2]1[CH:23]=[CH:22][C:5]2[S:6][C:7]([C:10](=[O:21])[CH2:11][S:12][CH2:13][C:14]3[CH:19]=[CH:18][C:17]([Cl:20])=[CH:16][CH:15]=3)=[C:8]([CH3:9])[C:4]=2[CH:3]=1.C1C=C(Cl)C=C(C(OO)=[O:32])C=1. (3) Given the product [CH2:14]([N:21]1[C:1]([NH2:2])=[CH:3][C:4]([C:6]2[CH:11]=[CH:10][CH:9]=[CH:8][CH:7]=2)=[N:22]1)[C:15]1[CH:20]=[CH:19][CH:18]=[CH:17][CH:16]=1, predict the reactants needed to synthesize it. The reactants are: [C:1]([CH2:3][C:4]([C:6]1[CH:11]=[CH:10][CH:9]=[CH:8][CH:7]=1)=O)#[N:2].Cl.Cl.[CH2:14]([NH:21][NH2:22])[C:15]1[CH:20]=[CH:19][CH:18]=[CH:17][CH:16]=1.C(N(CC)CC)C. (4) Given the product [CH2:15]([O:14][C:12](=[O:13])/[CH:11]=[CH:39]/[C:38]1[CH:37]=[N:36][N:33]2[CH:34]=[CH:35][C:30]([N:26]3[CH2:27][CH2:28][CH2:29][CH:25]3[C:19]3[CH:20]=[C:21]([F:24])[CH:22]=[CH:23][C:18]=3[F:17])=[N:31][C:32]=12)[CH3:16], predict the reactants needed to synthesize it. The reactants are: [H-].[Na+].C(OP([CH2:11][C:12]([O:14][CH2:15][CH3:16])=[O:13])(OCC)=O)C.[F:17][C:18]1[CH:23]=[CH:22][C:21]([F:24])=[CH:20][C:19]=1[CH:25]1[CH2:29][CH2:28][CH2:27][N:26]1[C:30]1[CH:35]=[CH:34][N:33]2[N:36]=[CH:37][C:38]([CH:39]=O)=[C:32]2[N:31]=1. (5) Given the product [CH2:1]([N:8]1[CH:14]2[CH2:15][CH2:16][CH2:17][CH:9]1[CH2:10][N:11]([C:18](=[O:21])[CH2:19][CH3:20])[CH2:12][CH2:13]2)[C:2]1[CH:3]=[CH:4][CH:5]=[CH:6][CH:7]=1, predict the reactants needed to synthesize it. The reactants are: [CH2:1]([N:8]1[CH:14]2[CH2:15][CH2:16][CH2:17][CH:9]1[CH2:10][NH:11][CH2:12][CH2:13]2)[C:2]1[CH:7]=[CH:6][CH:5]=[CH:4][CH:3]=1.[C:18](O[C:18](=[O:21])[CH2:19][CH3:20])(=[O:21])[CH2:19][CH3:20].